Dataset: Forward reaction prediction with 1.9M reactions from USPTO patents (1976-2016). Task: Predict the product of the given reaction. The product is: [C:1]([N:4]1[CH2:9][CH2:8][CH:7]([CH2:10][C:11]([NH:13][C:14]2[CH:19]=[CH:18][C:17]([C:25]3[CH:24]=[C:23]([Cl:22])[CH:28]=[C:27]([Cl:29])[CH:26]=3)=[C:16]([CH3:21])[N:15]=2)=[O:12])[CH2:6][CH2:5]1)(=[O:3])[CH3:2]. Given the reactants [C:1]([N:4]1[CH2:9][CH2:8][CH:7]([CH2:10][C:11]([NH:13][C:14]2[CH:19]=[CH:18][C:17](Br)=[C:16]([CH3:21])[N:15]=2)=[O:12])[CH2:6][CH2:5]1)(=[O:3])[CH3:2].[Cl:22][C:23]1[CH:24]=[C:25](B(O)O)[CH:26]=[C:27]([Cl:29])[CH:28]=1, predict the reaction product.